From a dataset of Reaction yield outcomes from USPTO patents with 853,638 reactions. Predict the reaction yield, written as a fraction of the theoretical maximum amount of product (1.0 means a 100% yield; for example, 0.34 means a 34% yield). (1) The reactants are [Br:1][C:2]1[CH:3]=[CH:4][C:5]([C:8](=O)[CH2:9][CH2:10][C:11](=O)[CH:12]([C:20]2[CH:25]=[CH:24][C:23]([S:26]([CH:29]3[CH2:31][CH2:30]3)(=[O:28])=[O:27])=[CH:22][CH:21]=2)[CH2:13][CH:14]2[CH2:19][CH2:18][O:17][CH2:16][CH2:15]2)=[N:6][CH:7]=1.C([O-])(=O)C.[NH4+:38]. The catalyst is C(O)(=O)C.C(OCC)(=O)C. The product is [Br:1][C:2]1[CH:3]=[CH:4][C:5]([C:8]2[NH:38][C:11]([CH:12]([C:20]3[CH:21]=[CH:22][C:23]([S:26]([CH:29]4[CH2:31][CH2:30]4)(=[O:27])=[O:28])=[CH:24][CH:25]=3)[CH2:13][CH:14]3[CH2:15][CH2:16][O:17][CH2:18][CH2:19]3)=[CH:10][CH:9]=2)=[N:6][CH:7]=1. The yield is 0.960. (2) The reactants are Cl[C:2]1[C:7]2[NH:8][C:9](=[S:16])[N:10]([CH2:11][CH2:12][CH2:13][C:14]#[CH:15])[C:6]=2[CH:5]=[CH:4][N:3]=1.[NH2-:17].[Na+].N.C(O)C. The catalyst is C(O)(=O)C.O. The product is [NH2:17][C:2]1[C:7]2[NH:8][C:9](=[S:16])[N:10]([CH2:11][CH2:12][CH2:13][C:14]#[CH:15])[C:6]=2[CH:5]=[CH:4][N:3]=1. The yield is 0.540.